This data is from Forward reaction prediction with 1.9M reactions from USPTO patents (1976-2016). The task is: Predict the product of the given reaction. (1) Given the reactants [H-].[Na+].CN(C=O)C.[F:8][C:9]1[CH:18]=[CH:17][C:16]([O:19][CH2:20][CH2:21][CH3:22])=[C:15]2[C:10]=1[C:11](=[O:31])[C:12]([C:23]1[CH:28]=[CH:27][C:26]([O:29][CH3:30])=[CH:25][CH:24]=1)=[CH:13][NH:14]2.Br[CH2:33][CH2:34][CH2:35][N:36]1[C:40](=[O:41])[C:39]2=[CH:42][CH:43]=[CH:44][CH:45]=[C:38]2[C:37]1=[O:46], predict the reaction product. The product is: [F:8][C:9]1[CH:18]=[CH:17][C:16]([O:19][CH2:20][CH2:21][CH3:22])=[C:15]2[C:10]=1[C:11](=[O:31])[C:12]([C:23]1[CH:24]=[CH:25][C:26]([O:29][CH3:30])=[CH:27][CH:28]=1)=[CH:13][N:14]2[CH2:33][CH2:34][CH2:35][N:36]1[C:40](=[O:41])[C:39]2[C:38](=[CH:45][CH:44]=[CH:43][CH:42]=2)[C:37]1=[O:46]. (2) Given the reactants [F:1][C:2]([F:17])([F:16])[CH2:3][N:4]1[CH2:9][CH2:8][CH:7]([C@H:10]2[CH2:12][C@H:11]2[CH2:13][CH2:14][OH:15])[CH2:6][CH2:5]1.[H-].[Na+].F[C:21]1[CH:26]=[CH:25][C:24]([S:27]([CH3:30])(=[O:29])=[O:28])=[CH:23][CH:22]=1, predict the reaction product. The product is: [CH3:30][S:27]([C:24]1[CH:25]=[CH:26][C:21]([O:15][CH2:14][CH2:13][C@@H:11]2[CH2:12][C@@H:10]2[CH:7]2[CH2:8][CH2:9][N:4]([CH2:3][C:2]([F:1])([F:16])[F:17])[CH2:5][CH2:6]2)=[CH:22][CH:23]=1)(=[O:29])=[O:28].